From a dataset of Full USPTO retrosynthesis dataset with 1.9M reactions from patents (1976-2016). Predict the reactants needed to synthesize the given product. (1) Given the product [Cl:31][C:28]1[CH:29]=[CH:30][C:25]([C:22]2[S:23][CH:24]=[C:20]([CH2:19][S:18][C:4]3[N:3]=[C:2]([NH:32][CH2:33][CH2:34][C:35]([OH:37])=[O:36])[C:7]([C:8]#[N:9])=[C:6]([N:10]4[CH2:11][CH2:12][CH2:13][CH2:14][CH2:15]4)[C:5]=3[C:16]#[N:17])[N:21]=2)=[CH:26][CH:27]=1, predict the reactants needed to synthesize it. The reactants are: Cl[C:2]1[C:7]([C:8]#[N:9])=[C:6]([N:10]2[CH2:15][CH2:14][CH2:13][CH2:12][CH2:11]2)[C:5]([C:16]#[N:17])=[C:4]([S:18][CH2:19][C:20]2[N:21]=[C:22]([C:25]3[CH:30]=[CH:29][C:28]([Cl:31])=[CH:27][CH:26]=3)[S:23][CH:24]=2)[N:3]=1.[NH2:32][CH2:33][CH2:34][C:35]([OH:37])=[O:36]. (2) Given the product [CH:9]1[C:17]2[C:16]3[CH:18]=[CH:19][CH:20]=[CH:21][C:15]=3[O:14][C:13]=2[C:12]([C:2]2[CH2:7][CH2:6][CH2:5][C:4](=[O:8])[CH:3]=2)=[CH:11][CH:10]=1, predict the reactants needed to synthesize it. The reactants are: Br[C:2]1[CH2:7][CH2:6][CH2:5][C:4](=[O:8])[CH:3]=1.[CH:9]1[C:17]2[C:16]3[CH:18]=[CH:19][CH:20]=[CH:21][C:15]=3[O:14][C:13]=2[C:12](B(O)O)=[CH:11][CH:10]=1. (3) The reactants are: [O:1]1[C:5]2[CH:6]=[CH:7][C:8]([CH:10]3[C:14]4[NH:15][C:16]5[CH:17]=[CH:18][CH:19]=[CH:20][C:21]=5[C:22](=[O:23])[C:13]=4[CH2:12][NH:11]3)=[CH:9][C:4]=2[CH2:3][CH2:2]1.Cl[C:25]1[CH:30]=[CH:29][C:28]([C:31]2[N:32]([CH3:36])[CH:33]=[N:34][CH:35]=2)=[CH:27][N:26]=1.C1(C2C=CC=CC=2)C=CC=CC=1P(C1CCCCC1)C1CCCCC1.CC([O-])(C)C.[Na+]. Given the product [O:1]1[C:5]2[CH:6]=[CH:7][C:8]([CH:10]3[C:14]4[NH:15][C:16]5[CH:17]=[CH:18][CH:19]=[CH:20][C:21]=5[C:22](=[O:23])[C:13]=4[CH2:12][N:11]3[C:25]3[CH:30]=[CH:29][C:28]([C:31]4[N:32]([CH3:36])[CH:33]=[N:34][CH:35]=4)=[CH:27][N:26]=3)=[CH:9][C:4]=2[CH2:3][CH2:2]1, predict the reactants needed to synthesize it. (4) Given the product [CH3:17][N:14]1[CH2:15][CH2:16][CH:11]([CH2:10][C:5]2[CH:6]=[CH:7][CH:8]=[CH:9][C:4]=2[C:3]([OH:18])=[O:2])[CH2:12][CH2:13]1, predict the reactants needed to synthesize it. The reactants are: C[O:2][C:3](=[O:18])[C:4]1[CH:9]=[CH:8][CH:7]=[CH:6][C:5]=1[CH2:10][CH:11]1[CH2:16][CH2:15][N:14]([CH3:17])[CH2:13][CH2:12]1.[OH-].[Na+].Cl. (5) The reactants are: [NH2:1][C:2]1[CH:3]=[C:4]([C:8]2[S:12][C:11]([C:13]3[CH:21]=[C:20]4[C:16]([CH2:17][NH:18][C:19]4=[O:22])=[CH:15][CH:14]=3)=[CH:10][CH:9]=2)[CH:5]=[N:6][CH:7]=1.[F:23][C:24]1[CH:29]=[C:28]([F:30])[CH:27]=[CH:26][C:25]=1[S:31](Cl)(=[O:33])=[O:32]. Given the product [F:23][C:24]1[CH:29]=[C:28]([F:30])[CH:27]=[CH:26][C:25]=1[S:31]([NH:1][C:2]1[CH:7]=[N:6][CH:5]=[C:4]([C:8]2[S:12][C:11]([C:13]3[CH:21]=[C:20]4[C:16](=[CH:15][CH:14]=3)[CH2:17][NH:18][C:19]4=[O:22])=[CH:10][CH:9]=2)[CH:3]=1)(=[O:33])=[O:32], predict the reactants needed to synthesize it. (6) Given the product [CH:9]1[C:10]2[C:15](=[CH:14][CH:13]=[CH:12][CH:11]=2)[CH:16]=[CH:17][C:8]=1[C:5]1[CH:6]=[CH:7][C:2]([B:29]([OH:34])[OH:30])=[CH:3][CH:4]=1, predict the reactants needed to synthesize it. The reactants are: Br[C:2]1[CH:7]=[CH:6][C:5]([C:8]2[CH:17]=[CH:16][C:15]3[C:10](=[CH:11][CH:12]=[CH:13][CH:14]=3)[CH:9]=2)=[CH:4][CH:3]=1.CCCCCC.C([Li])CCC.[B:29](OC(C)C)([O:34]C(C)C)[O:30]C(C)C.Cl. (7) Given the product [O:4]=[C:5]1[CH2:10][CH2:9][CH:8]([O:11][C:12]2[CH:35]=[CH:34][C:15]([C:16]([NH:18][CH2:19][CH2:20][NH:21][C:22]([C:24]3[CH:33]=[CH:32][C:31]4[C:26](=[CH:27][CH:28]=[CH:29][CH:30]=4)[CH:25]=3)=[O:23])=[O:17])=[CH:14][CH:13]=2)[CH2:7][CH2:6]1, predict the reactants needed to synthesize it. The reactants are: O1[C:5]2([CH2:10][CH2:9][CH:8]([O:11][C:12]3[CH:35]=[CH:34][C:15]([C:16]([NH:18][CH2:19][CH2:20][NH:21][C:22]([C:24]4[CH:33]=[CH:32][C:31]5[C:26](=[CH:27][CH:28]=[CH:29][CH:30]=5)[CH:25]=4)=[O:23])=[O:17])=[CH:14][CH:13]=3)[CH2:7][CH2:6]2)[O:4]CC1.O.